Task: Binary Classification. Given a miRNA mature sequence and a target amino acid sequence, predict their likelihood of interaction.. Dataset: Experimentally validated miRNA-target interactions with 360,000+ pairs, plus equal number of negative samples (1) The miRNA is mmu-miR-382-5p with sequence GAAGUUGUUCGUGGUGGAUUCG. The protein sequence of the target gene is MSSSLRPGPSRWRRAASIVLAAGWSRPETATPPSRPPPAEGFRLLLLQRSPHQGFMPGAHVFSGGVLDAADRSADWLGLFAPHHGPPRFGLGPAPFSRTAFPSLPDTDDHKTDNTGTLPEDVAFRICAVREAFEEAGVLLLRPRTSPPGPAPGPGLALEPPPGLASWRDRVRQDPRHFLRLCAHLDCTPDIWALHNWSAWLTPFLRGTTRRFDTAFFLCCLREPPPVYPDLAEVVGYQWSSPSEATESFLSKEIWLPPPQFYEVRRLANFASLSDLHKFCLGRALEGLERWLPIILLTAD.... Result: 0 (no interaction). (2) The miRNA is hsa-miR-3941 with sequence UUACACACAACUGAGGAUCAUA. The protein sequence of the target gene is MSDTKVKVAVRVRPMNRRELELNTKCVVEMEGNQTVLHPPPSNTKQGERKPPKVFAFDYCFWSMDESNTTKYAGQEVVFKCLGEGILEKAFQGYNACIFAYGQTGSGKSFSMMGHAEQLGLIPRLCCALFKRISLEQNESQTFKVEVSYMEIYNEKVRDLLDPKGSRQSLKVREHKVLGPYVDGLSQLAVTSFEDIESLMSEGNKSRTVAATNMNEESSRSHAVFNIIITQTLYDLQSGNSGEKVSKVSLVDLAGSERVSKTGAAGERLKEGSNINKSLTTLGLVISSLADQAAGKGKSK.... Result: 1 (interaction). (3) The miRNA is hsa-miR-4311 with sequence GAAAGAGAGCUGAGUGUG. The protein sequence of the target gene is MAADTPGKPSASPMAGAPASASRTPDKPRSAAEHRKSSKPVMEKRRRARINESLAQLKTLILDALRKESSRHSKLEKADILEMTVRHLRSLRRVQVTAALSADPAVLGKYRAGFHECLAEVNRFLAGCEGVPADVRSRLLGHLAACLRQLGPSRRPASLSPAAPAEAPAPEVYAGRPLLPSLGGPFPLLAPPLLPGLTRALPAAPRAGPQGPGGPWRPWLR. Result: 0 (no interaction). (4) The miRNA is hsa-miR-28-5p with sequence AAGGAGCUCACAGUCUAUUGAG. The protein sequence of the target gene is MRRSRSSAAAKLRGQKRSGASGASAAPAASAAAALAPSATRTRRSASQAGSKSQAVEKPPSEKPRLRRSSPRAQEEGPGEPPPPELALLPPPPPPPPTPATPTSSASNLDLGEQRERWETFQKRQKLTSEGAAKLLLDTFEYQGLVKHTGGCHCGAVRFEVWASADLHIFDCNCSICKKKQNRHFIVPASRFKLLKGAEHITTYTFNTHKAQHTFCKRCGVQSFYTPRSNPGGFGIAPHCLDEGTVRSMVTEEFNGSDWEKAMKEHKTIKNMSKE. Result: 1 (interaction).